Dataset: Forward reaction prediction with 1.9M reactions from USPTO patents (1976-2016). Task: Predict the product of the given reaction. Given the reactants [Na+].[I-:2].[CH2:3]([O:10][C:11]1[CH:16]=[CH:15][C:14]([C:17]#[CH:18])=[CH:13][CH:12]=1)[C:4]1[CH:9]=[CH:8][CH:7]=[CH:6][CH:5]=1, predict the reaction product. The product is: [CH2:3]([O:10][C:11]1[CH:12]=[CH:13][C:14]([C:17]([I:2])=[CH2:18])=[CH:15][CH:16]=1)[C:4]1[CH:5]=[CH:6][CH:7]=[CH:8][CH:9]=1.